From a dataset of Forward reaction prediction with 1.9M reactions from USPTO patents (1976-2016). Predict the product of the given reaction. (1) Given the reactants C[O:2][C:3]([C:5]1[CH:6]=[CH:7][C:8]2[N:9]([CH:20]=[N:21][CH:22]=2)[C:10]=1[NH:11][C:12]1[CH:17]=[CH:16][C:15]([I:18])=[CH:14][C:13]=1[F:19])=[O:4].[OH-].[Na+], predict the reaction product. The product is: [F:19][C:13]1[CH:14]=[C:15]([I:18])[CH:16]=[CH:17][C:12]=1[NH:11][C:10]1[N:9]2[CH:20]=[N:21][CH:22]=[C:8]2[CH:7]=[CH:6][C:5]=1[C:3]([OH:4])=[O:2]. (2) Given the reactants [N:1]1[C:10]2[C:5](=[CH:6][CH:7]=[CH:8][CH:9]=2)[C:4]([C:11](=O)[CH3:12])=[CH:3][CH:2]=1.C([O:16][C:17]([C:19]1[CH:42]=[CH:41][C:22]2[N:23]([CH:35]3[CH2:40][CH2:39][CH2:38][CH2:37][CH2:36]3)[C:24]([C:26]3[CH:31]=[CH:30][C:29]([NH2:32])=[C:28]([CH:33]=O)[CH:27]=3)=[N:25][C:21]=2[CH:20]=1)=[O:18])C.[OH-].[K+].Cl, predict the reaction product. The product is: [N:32]1[C:29]2[C:28](=[CH:27][C:26]([C:24]3[N:23]([CH:35]4[CH2:36][CH2:37][CH2:38][CH2:39][CH2:40]4)[C:22]4[CH:41]=[CH:42][C:19]([C:17]([OH:18])=[O:16])=[CH:20][C:21]=4[N:25]=3)=[CH:31][CH:30]=2)[CH:33]=[CH:12][C:11]=1[C:4]1[C:5]2[C:10](=[CH:9][CH:8]=[CH:7][CH:6]=2)[N:1]=[CH:2][CH:3]=1. (3) Given the reactants [Cl:1][C:2]1[N:7]=[C:6](Cl)[C:5]([O:9][CH3:10])=[CH:4][N:3]=1.[CH3:11][Mg]Cl.Cl.C(OCC)C, predict the reaction product. The product is: [Cl:1][C:2]1[N:7]=[C:6]([CH3:11])[C:5]([O:9][CH3:10])=[CH:4][N:3]=1.